Task: Regression. Given a peptide amino acid sequence and an MHC pseudo amino acid sequence, predict their binding affinity value. This is MHC class I binding data.. Dataset: Peptide-MHC class I binding affinity with 185,985 pairs from IEDB/IMGT (1) The peptide sequence is KMFTYLMES. The MHC is HLA-A69:01 with pseudo-sequence HLA-A69:01. The binding affinity (normalized) is 0.0847. (2) The peptide sequence is LSIFNPCLI. The MHC is HLA-A02:03 with pseudo-sequence HLA-A02:03. The binding affinity (normalized) is 0.287. (3) The peptide sequence is VVRVRRELL. The MHC is HLA-A02:03 with pseudo-sequence HLA-A02:03. The binding affinity (normalized) is 0.0847. (4) The peptide sequence is AVMRMGDL. The MHC is HLA-A68:02 with pseudo-sequence HLA-A68:02. The binding affinity (normalized) is 0. (5) The peptide sequence is VFFTASLFLH. The MHC is HLA-A11:01 with pseudo-sequence HLA-A11:01. The binding affinity (normalized) is 0.147. (6) The peptide sequence is LTAALLLLV. The MHC is HLA-A02:01 with pseudo-sequence HLA-A02:01. The binding affinity (normalized) is 0.200. (7) The peptide sequence is FAEGVVAFL. The MHC is HLA-B27:05 with pseudo-sequence HLA-B27:05. The binding affinity (normalized) is 0.0847. (8) The peptide sequence is IEEQVNKTM. The MHC is HLA-B57:01 with pseudo-sequence HLA-B57:01. The binding affinity (normalized) is 0.213.